From a dataset of Experimentally validated miRNA-target interactions with 360,000+ pairs, plus equal number of negative samples. Binary Classification. Given a miRNA mature sequence and a target amino acid sequence, predict their likelihood of interaction. (1) The miRNA is hsa-miR-668-5p with sequence UGCGCCUCGGGUGAGCAUG. The protein sequence of the target gene is MGSLPEEKDSALWSDTPKGPLSAYRARASFNSGELLLFWDGQDVIHFKKTIFSTLENDPLFARSYGADLPLEKLRELNFLRCKRVFEYGFFKVEELLKNPLKILVLINCLGMYDWSLANKCVLHMLVFGTTVFVSGSEKHFKYLEKIYSLEIFGCFALTELSHGSNTKAMRTTAHYDPDTQEFILHSPDFEAAKFWVGNLGKTATHAVVFAQLYMPDGQCHGLHSFLVQIRDTKTLLPMTGVMVGDIGKKLGQNGLDNGFAMFNKVRIPRQNLLDRTGNITSEGTYNSPFKDVRQRLGAS.... Result: 0 (no interaction). (2) The miRNA is hsa-miR-148b-3p with sequence UCAGUGCAUCACAGAACUUUGU. Result: 1 (interaction). The protein sequence of the target gene is MGATGRLELTLAAPPHPGPAFQRSKARETQGEEEGSEMQIAKSDSIHHMSHSQGQPELPPLPASANEEPSGLYQTVMSHSFYPPLMQRTSWTLAAPFKEQHHHRGPSDSIANNYSLMAQDLKLKDLLKVYQPATISVPRDRTGQGLPSSGNRSSSEPMRKKTKFSSRNKEDSTRIKLAFKTSIFSPMKKEVKTSLTFPGSRPMSPEQQLDVMLQQEMEMESKEKKPSESDLERYYYYLTNGIRKDMIAPEEGEVMVRISKLISNTLLTSPFLEPLMVVLVQEKENDYYCSLMKSIVDYIL.... (3) The miRNA is hsa-miR-432-3p with sequence CUGGAUGGCUCCUCCAUGUCU. The protein sequence of the target gene is MLRLAAAGARAIVDMSYARHFLDFQGSAIPRTMQKLVVTRLSPNFHEAVTLRRDCPVPLPGDGDLLVRNRFVGINASDINYSAGRYDPSLKPPFDIGFEGIGEVVALGLSASARYTVGQAVAYMAPGSFAEYTVVPASIAIPMPSVKPEYLTMLVSGTTAYLSLEELGELSEGKKVLVTAAAGGTGQFAVQLSKIAKCHVIGTCSSDEKAAFLKSIGCDRPINYRTEPVETVLKQEYPEGVDVVYESVGGAMFDLAVDALATKGRLIVIGFISGYQSPTGLSPIKAGVLPTKLLKKSASL.... Result: 0 (no interaction).